This data is from Full USPTO retrosynthesis dataset with 1.9M reactions from patents (1976-2016). The task is: Predict the reactants needed to synthesize the given product. (1) Given the product [C:17]1([C:2]#[C:1][CH:3]2[CH2:4][CH2:5][N:6]([C:9]([O:11][C:12]([CH3:15])([CH3:14])[CH3:13])=[O:10])[CH2:7][CH2:8]2)[CH:22]=[CH:21][CH:20]=[CH:19][CH:18]=1, predict the reactants needed to synthesize it. The reactants are: [C:1]([CH:3]1[CH2:8][CH2:7][N:6]([C:9]([O:11][C:12]([CH3:15])([CH3:14])[CH3:13])=[O:10])[CH2:5][CH2:4]1)#[CH:2].I[C:17]1[CH:22]=[CH:21][CH:20]=[CH:19][CH:18]=1. (2) Given the product [Br:24][C:19]1[CH:18]=[CH:17][C:16]([O:15][CH3:14])=[CH:23][C:20]=1[CH2:21][O:13][C:9]1[C:10]2[C:5](=[CH:4][C:3]([O:2][CH3:1])=[CH:12][CH:11]=2)[CH:6]=[CH:7][CH:8]=1, predict the reactants needed to synthesize it. The reactants are: [CH3:1][O:2][C:3]1[CH:4]=[C:5]2[C:10](=[CH:11][CH:12]=1)[C:9]([OH:13])=[CH:8][CH:7]=[CH:6]2.[CH3:14][O:15][C:16]1[CH:17]=[CH:18][C:19]([Br:24])=[C:20]([CH:23]=1)[CH2:21]O.C1(P(C2C=CC=CC=2)C2C=CC=CC=2)C=CC=CC=1.CCOC(/N=N/C(OCC)=O)=O. (3) Given the product [Cl:35][C:31]1[C:30]([F:36])=[C:29]([CH:34]=[CH:33][CH:32]=1)[CH2:28][O:27][C:21]1[CH:20]=[C:19]2[C:24](=[CH:23][C:22]=1[O:25][CH3:26])[N:15]([C@@H:10]([C:11]([CH3:14])([CH3:13])[CH3:12])[CH2:9][OH:8])[CH:16]=[C:17]([C:38]([OH:40])=[O:39])[C:18]2=[O:37], predict the reactants needed to synthesize it. The reactants are: [Si]([O:8][CH2:9][C@@H:10]([N:15]1[C:24]2[C:19](=[CH:20][C:21]([O:27][CH2:28][C:29]3[CH:34]=[CH:33][CH:32]=[C:31]([Cl:35])[C:30]=3[F:36])=[C:22]([O:25][CH3:26])[CH:23]=2)[C:18](=[O:37])[C:17]([C:38]([O:40]CC)=[O:39])=[CH:16]1)[C:11]([CH3:14])([CH3:13])[CH3:12])(C(C)(C)C)(C)C.C[O-].[Na+]. (4) The reactants are: [Cl:1][C:2]1[C:3]([F:12])=[C:4]([S:8](Cl)(=[O:10])=[O:9])[CH:5]=[CH:6][CH:7]=1.[CH3:13][O:14][C:15]1[C:16]([NH2:21])=[N:17][CH:18]=[CH:19][N:20]=1. Given the product [Cl:1][C:2]1[C:3]([F:12])=[C:4]([S:8]([NH:21][C:16]2[C:15]([O:14][CH3:13])=[N:20][CH:19]=[CH:18][N:17]=2)(=[O:10])=[O:9])[CH:5]=[CH:6][CH:7]=1, predict the reactants needed to synthesize it. (5) Given the product [CH:24]1([N:22]([CH3:23])[C:4]2[C:5]([CH3:21])=[C:6]([C:7]([NH:9][CH2:10][C:11]3[C:12](=[O:19])[NH:13][C:14]([CH3:18])=[CH:15][C:16]=3[CH3:17])=[O:8])[CH:20]=[C:2]([C:39]3[CH:38]=[CH:37][C:36]([CH2:35][N:32]4[CH2:33][CH2:34][O:29][CH2:30][CH2:31]4)=[CH:41][CH:40]=3)[CH:3]=2)[CH2:28][CH2:27][CH2:26][CH2:25]1, predict the reactants needed to synthesize it. The reactants are: Br[C:2]1[CH:3]=[C:4]([N:22]([CH:24]2[CH2:28][CH2:27][CH2:26][CH2:25]2)[CH3:23])[C:5]([CH3:21])=[C:6]([CH:20]=1)[C:7]([NH:9][CH2:10][C:11]1[C:12](=[O:19])[NH:13][C:14]([CH3:18])=[CH:15][C:16]=1[CH3:17])=[O:8].[O:29]1[CH2:34][CH2:33][N:32]([CH2:35][C:36]2[CH:41]=[CH:40][C:39](B(O)O)=[CH:38][CH:37]=2)[CH2:31][CH2:30]1.C([O-])([O-])=O.[Na+].[Na+].C(Cl)Cl. (6) Given the product [CH3:12][O:13][C:2]1[C:3]([C:8]([O:10][CH3:11])=[O:9])=[N:4][CH:5]=[CH:6][N:7]=1, predict the reactants needed to synthesize it. The reactants are: Br[C:2]1[C:3]([C:8]([O:10][CH3:11])=[O:9])=[N:4][CH:5]=[CH:6][N:7]=1.[CH3:12][O-:13].[Na+]. (7) Given the product [CH2:28]([NH:31][C:13]([C:3]1[N:4]=[N:5][C:6]2[C:11]([C:2]=1[NH2:1])=[CH:10][CH:9]=[CH:8][C:7]=2[Br:12])=[O:15])[CH:29]=[CH2:30], predict the reactants needed to synthesize it. The reactants are: [NH2:1][C:2]1[C:11]2[C:6](=[C:7]([Br:12])[CH:8]=[CH:9][CH:10]=2)[N:5]=[N:4][C:3]=1[C:13]([OH:15])=O.C1N=CN(C(N2C=NC=C2)=O)C=1.[CH2:28]([NH2:31])[CH:29]=[CH2:30]. (8) The reactants are: [Cl:1][C:2]1[C:3]([C:12](Cl)=[O:13])=[N:4][C:5]2[C:10]([N:11]=1)=[CH:9][CH:8]=[CH:7][CH:6]=2.[NH2:15][C:16]1[CH:21]=[CH:20][N:19]=[C:18]([C:22]([O:24][CH3:25])=[O:23])[CH:17]=1.N1C=CC=CC=1.O. Given the product [Cl:1][C:2]1[C:3]([C:12]([NH:15][C:16]2[CH:21]=[CH:20][N:19]=[C:18]([C:22]([O:24][CH3:25])=[O:23])[CH:17]=2)=[O:13])=[N:4][C:5]2[C:10]([N:11]=1)=[CH:9][CH:8]=[CH:7][CH:6]=2, predict the reactants needed to synthesize it. (9) The reactants are: [F:1][C:2]1([F:29])[O:6][C:5]2[CH:7]=[C:8]([CH3:28])[C:9]([C:11]3[CH:16]=[CH:15][C:14]([NH:17][C:18]([C:20]4[C:25]([F:26])=[CH:24][CH:23]=[CH:22][C:21]=4[F:27])=O)=[CH:13][CH:12]=3)=[CH:10][C:4]=2[O:3]1.Cl.C(OCC)(=O)C. Given the product [F:29][C:2]1([F:1])[O:6][C:5]2[CH:7]=[C:8]([CH3:28])[C:9]([C:11]3[CH:12]=[CH:13][C:14]([NH:17][CH2:18][C:20]4[C:25]([F:26])=[CH:24][CH:23]=[CH:22][C:21]=4[F:27])=[CH:15][CH:16]=3)=[CH:10][C:4]=2[O:3]1, predict the reactants needed to synthesize it.